Dataset: Reaction yield outcomes from USPTO patents with 853,638 reactions. Task: Predict the reaction yield, written as a fraction of the theoretical maximum amount of product (1.0 means a 100% yield; for example, 0.34 means a 34% yield). (1) The reactants are [Br:1][C:2]1[CH:14]=[CH:13][C:5]([C:6]([O:8]CCCC)=[O:7])=[CH:4][C:3]=1[O:15][CH2:16][CH2:17][CH2:18][CH3:19].[OH-].[Li+]. The catalyst is C1COCC1.CO. The product is [Br:1][C:2]1[CH:14]=[CH:13][C:5]([C:6]([OH:8])=[O:7])=[CH:4][C:3]=1[O:15][CH2:16][CH2:17][CH2:18][CH3:19]. The yield is 0.910. (2) The catalyst is O1CCOCC1.O. The yield is 0.760. The product is [C:3]([C:4]1[C:12]2[C:7](=[CH:8][CH:9]=[CH:10][CH:11]=2)[NH:6][C:5]=1[C:13]([O:15][CH3:16])=[O:14])#[N:2]. The reactants are O/[N:2]=[CH:3]/[C:4]1[C:12]2[C:7](=[CH:8][CH:9]=[CH:10][CH:11]=2)[NH:6][C:5]=1[C:13]([O:15][CH3:16])=[O:14].N1C=CC=CC=1.CS(Cl)(=O)=O. (3) The reactants are [Cl:1][C:2]1[CH:7]=[CH:6][CH:5]=[CH:4][C:3]=1[C:8]1[N:26]([CH2:27][C@H:28]2C[CH2:32][CH2:31][N:30]([C:34]([O:36][C:37]([CH3:40])([CH3:39])[CH3:38])=[O:35])[CH2:29]2)[C:11]2[N:12]=[C:13]([NH:16][CH2:17][C:18]3[CH:23]=[CH:22][C:21]([F:24])=[C:20]([F:25])[CH:19]=3)[N:14]=[CH:15][C:10]=2[CH:9]=1.ClC1N=CC2C=C(C3C=CC=CC=3Cl)N(C[C@@H]3CCN(C(OC(C)(C)C)=O)C3)C=2N=1. No catalyst specified. The product is [Cl:1][C:2]1[CH:7]=[CH:6][CH:5]=[CH:4][C:3]=1[C:8]1[N:26]([CH2:27][C@@H:28]2[CH2:32][CH2:31][N:30]([C:34]([O:36][C:37]([CH3:40])([CH3:39])[CH3:38])=[O:35])[CH2:29]2)[C:11]2[N:12]=[C:13]([NH:16][CH2:17][C:18]3[CH:23]=[CH:22][C:21]([F:24])=[C:20]([F:25])[CH:19]=3)[N:14]=[CH:15][C:10]=2[CH:9]=1. The yield is 0.880.